From a dataset of Forward reaction prediction with 1.9M reactions from USPTO patents (1976-2016). Predict the product of the given reaction. (1) Given the reactants [Br:1][C:2]1[CH:7]=[CH:6][C:5]([C:8]([C:10]2[CH:15]=[CH:14][CH:13]=[C:12]([OH:16])[CH:11]=2)=O)=[CH:4][C:3]=1[F:17].[C:18]1(=O)[CH2:24][CH2:23][CH2:22][CH2:21][CH2:20][CH2:19]1, predict the reaction product. The product is: [Br:1][C:2]1[CH:7]=[CH:6][C:5]([C:8](=[C:18]2[CH2:24][CH2:23][CH2:22][CH2:21][CH2:20][CH2:19]2)[C:10]2[CH:11]=[C:12]([OH:16])[CH:13]=[CH:14][CH:15]=2)=[CH:4][C:3]=1[F:17]. (2) Given the reactants [Cl:1][C:2]1[CH:3]=[C:4]([CH:20]=[CH:21][CH:22]=1)[CH2:5][NH:6][C:7]([C:9]1[CH:17]=[C:16]2[C:12]([CH:13]=[N:14][NH:15]2)=[C:11]([O:18][CH3:19])[CH:10]=1)=[O:8].Br[CH2:24][CH2:25][N:26]1[CH:30]=[CH:29][CH:28]=[N:27]1.COC1C=CC=C2C=1C=NN2, predict the reaction product. The product is: [Cl:1][C:2]1[CH:3]=[C:4]([CH:20]=[CH:21][CH:22]=1)[CH2:5][NH:6][C:7]([C:9]1[CH:10]=[C:11]([O:18][CH3:19])[C:12]2[C:16]([CH:17]=1)=[N:15][N:14]([CH2:24][CH2:25][N:26]1[CH:30]=[CH:29][CH:28]=[N:27]1)[CH:13]=2)=[O:8]. (3) Given the reactants [OH:1][C@H:2]1[CH2:6][CH2:5][CH2:4][C@H:3]1[O:7][C@H:8]1[CH2:13][CH2:12][C@H:11]([N:14]2[C:19](=[O:20])[C:18]([CH2:21][C:22]3[CH:27]=[CH:26][C:25]([C:28]4[CH:33]=[CH:32][CH:31]=[CH:30][C:29]=4[C:34]4[NH:38][C:37](=[O:39])[O:36][N:35]=4)=[CH:24][CH:23]=3)=[C:17]([CH2:40][CH2:41][CH3:42])[N:16]3[N:43]=[CH:44][N:45]=[C:15]23)[CH2:10][CH2:9]1.CC(OI1(OC(C)=O)(OC(C)=O)OC(=O)C2C=CC=CC1=2)=O.C(=O)([O-])O.[Na+].S([O-])([O-])(=O)=S.[Na+].[Na+], predict the reaction product. The product is: [O:1]=[C:2]1[CH2:6][CH2:5][CH2:4][CH:3]1[O:7][C@H:8]1[CH2:13][CH2:12][C@H:11]([N:14]2[C:19](=[O:20])[C:18]([CH2:21][C:22]3[CH:23]=[CH:24][C:25]([C:28]4[CH:33]=[CH:32][CH:31]=[CH:30][C:29]=4[C:34]4[NH:38][C:37](=[O:39])[O:36][N:35]=4)=[CH:26][CH:27]=3)=[C:17]([CH2:40][CH2:41][CH3:42])[N:16]3[N:43]=[CH:44][N:45]=[C:15]23)[CH2:10][CH2:9]1. (4) Given the reactants [NH2:1][C:2]1[CH:31]=[CH:30][C:5]([CH2:6][C:7]2[NH:15][C:14]3[C:13](=[O:16])[N:12]([CH2:17][C:18]4[CH:23]=[CH:22][CH:21]=[CH:20][C:19]=4[F:24])[C:11](=[O:25])[N:10]([CH2:26][CH2:27][CH2:28][CH3:29])[C:9]=3[N:8]=2)=[CH:4][CH:3]=1.[Cl:32][C:33]1[CH:38]=[CH:37][C:36]([S:39](Cl)(=[O:41])=[O:40])=[CH:35][CH:34]=1, predict the reaction product. The product is: [CH2:26]([N:10]1[C:9]2[N:8]=[C:7]([CH2:6][C:5]3[CH:4]=[CH:3][C:2]([NH:1][S:39]([C:36]4[CH:37]=[CH:38][C:33]([Cl:32])=[CH:34][CH:35]=4)(=[O:41])=[O:40])=[CH:31][CH:30]=3)[NH:15][C:14]=2[C:13](=[O:16])[N:12]([CH2:17][C:18]2[CH:23]=[CH:22][CH:21]=[CH:20][C:19]=2[F:24])[C:11]1=[O:25])[CH2:27][CH2:28][CH3:29]. (5) The product is: [CH2:1]([N:8]1[C:13](=[O:14])[CH:12]=[C:11]([O:16][CH2:17][C:18]2[CH:23]=[CH:22][CH:21]=[CH:20][CH:19]=2)[CH:10]=[N:9]1)[C:2]1[CH:3]=[CH:4][CH:5]=[CH:6][CH:7]=1. Given the reactants [CH2:1]([N:8]1[C:13](=[O:14])[C:12](Br)=[C:11]([O:16][CH2:17][C:18]2[CH:23]=[CH:22][CH:21]=[CH:20][CH:19]=2)[CH:10]=[N:9]1)[C:2]1[CH:7]=[CH:6][CH:5]=[CH:4][CH:3]=1.[Li]CCCC, predict the reaction product.